From a dataset of Full USPTO retrosynthesis dataset with 1.9M reactions from patents (1976-2016). Predict the reactants needed to synthesize the given product. (1) The reactants are: FC(F)(F)C(O)=O.C([O:12][C:13](=[O:32])[CH2:14][O:15][CH:16]1[CH2:21][CH2:20][N:19]([C:22]2[CH:27]=[CH:26][C:25]([C:28]([F:31])([F:30])[F:29])=[CH:24][CH:23]=2)[CH2:18][CH2:17]1)(C)(C)C. Given the product [F:30][C:28]([F:29])([F:31])[C:25]1[CH:24]=[CH:23][C:22]([N:19]2[CH2:20][CH2:21][CH:16]([O:15][CH2:14][C:13]([OH:32])=[O:12])[CH2:17][CH2:18]2)=[CH:27][CH:26]=1, predict the reactants needed to synthesize it. (2) Given the product [Cl:1][C:2]1[C:3]([NH:16][CH:17]2[CH2:18][CH2:19][C:20]3([CH2:25][CH2:24][N:23]([C:31](=[O:32])[CH2:30][C:28]#[N:29])[CH2:22][CH2:21]3)[CH2:26][CH2:27]2)=[N:4][C:5]([NH:8][C:9]2[CH:13]=[C:12]([CH3:14])[N:11]([CH3:15])[N:10]=2)=[N:6][CH:7]=1, predict the reactants needed to synthesize it. The reactants are: [Cl:1][C:2]1[C:3]([NH:16][CH:17]2[CH2:27][CH2:26][C:20]3([CH2:25][CH2:24][NH:23][CH2:22][CH2:21]3)[CH2:19][CH2:18]2)=[N:4][C:5]([NH:8][C:9]2[CH:13]=[C:12]([CH3:14])[N:11]([CH3:15])[N:10]=2)=[N:6][CH:7]=1.[C:28]([CH2:30][C:31](O)=[O:32])#[N:29].C(N(CC)CC)C.CN(C(ON1N=NC2C=CC=NC1=2)=[N+](C)C)C.F[P-](F)(F)(F)(F)F.